From a dataset of Reaction yield outcomes from USPTO patents with 853,638 reactions. Predict the reaction yield, written as a fraction of the theoretical maximum amount of product (1.0 means a 100% yield; for example, 0.34 means a 34% yield). (1) The reactants are [F:1][C:2]1[CH:7]=[C:6]([O:8][C:9]2[CH:14]=[CH:13][N:12]=[C:11]([NH:15][C:16]([N:18]([CH3:26])[CH:19]3[CH2:24][CH2:23][N:22]([CH3:25])[CH2:21][CH2:20]3)=[O:17])[CH:10]=2)[CH:5]=[CH:4][C:3]=1[NH:27][C:28]([C:30]1([C:33](O)=[O:34])[CH2:32][CH2:31]1)=[O:29].[CH2:36]([NH2:43])[C:37]1[CH:42]=[CH:41][CH:40]=[CH:39][CH:38]=1.C(N(CC)CC)C.F[P-](F)(F)(F)(F)F.N1(O[P+](N(C)C)(N(C)C)N(C)C)C2C=CC=CC=2N=N1. The catalyst is CN(C)C=O. The product is [CH2:36]([NH:43][C:33]([C:30]1([C:28]([NH:27][C:3]2[CH:4]=[CH:5][C:6]([O:8][C:9]3[CH:14]=[CH:13][N:12]=[C:11]([NH:15][C:16]([N:18]([CH3:26])[CH:19]4[CH2:20][CH2:21][N:22]([CH3:25])[CH2:23][CH2:24]4)=[O:17])[CH:10]=3)=[CH:7][C:2]=2[F:1])=[O:29])[CH2:32][CH2:31]1)=[O:34])[C:37]1[CH:42]=[CH:41][CH:40]=[CH:39][CH:38]=1. The yield is 0.570. (2) The reactants are [OH:1][C:2]1[CH:7]=[C:6]([Cl:8])[N:5]=[N:4][C:3]=1Cl.[CH:10]1([C:13]2[CH:18]=[CH:17][CH:16]=[C:15]([CH3:19])[C:14]=2[OH:20])[CH2:12][CH2:11]1.C1(C)C(C#N)=CC=CC=1.[OH-].[K+].Cl. The catalyst is CO. The product is [Cl:8][C:6]1[N:5]=[N:4][C:3]([O:20][C:14]2[C:15]([CH3:19])=[CH:16][CH:17]=[CH:18][C:13]=2[CH:10]2[CH2:11][CH2:12]2)=[C:2]([OH:1])[CH:7]=1. The yield is 0.550.